This data is from Forward reaction prediction with 1.9M reactions from USPTO patents (1976-2016). The task is: Predict the product of the given reaction. The product is: [CH3:1][C:2]1[N:6]=[CH:5][N:4]([C:7]2[CH:13]=[CH:12][C:10]([OH:15])=[CH:9][CH:8]=2)[N:3]=1. Given the reactants [CH3:1][C:2]1[N:6]=[CH:5][N:4]([C:7]2[CH:13]=[CH:12][C:10](N)=[CH:9][CH:8]=2)[N:3]=1.N([O-])=[O:15].[Na+], predict the reaction product.